From a dataset of Catalyst prediction with 721,799 reactions and 888 catalyst types from USPTO. Predict which catalyst facilitates the given reaction. (1) Reactant: [C:1]([C:3]1[N:8]=[C:7]([CH2:9][CH:10]([C:16]2[CH:21]=[CH:20][C:19]([O:22][CH3:23])=[CH:18][C:17]=2[NH:24]C(=O)OC(C)(C)C)[C:11](=O)[CH:12]([CH3:14])[CH3:13])[CH:6]=[CH:5][CH:4]=1)#[N:2].FC(F)(F)C(O)=O.C(=O)([O-])O.[Na+]. Product: [CH:12]([C:11]1[NH:24][C:17]2[C:16]([C:10]=1[CH2:9][C:7]1[N:8]=[C:3]([C:1]#[N:2])[CH:4]=[CH:5][CH:6]=1)=[CH:21][CH:20]=[C:19]([O:22][CH3:23])[CH:18]=2)([CH3:14])[CH3:13]. The catalyst class is: 4. (2) Reactant: [C:1]1([CH:7]2[CH2:11][CH2:10][CH2:9][C:8]2=[N:12]O)[CH:6]=[CH:5][CH:4]=[CH:3][CH:2]=1. Product: [C:1]1([C@H:7]2[CH2:11][CH2:10][CH2:9][C@H:8]2[NH2:12])[CH:6]=[CH:5][CH:4]=[CH:3][CH:2]=1. The catalyst class is: 29. (3) Reactant: [CH3:1][O:2][C:3](=[O:16])[C:4]1[CH:9]=[C:8]([N:10]([CH3:12])[CH3:11])[CH:7]=[CH:6][C:5]=1[N+:13]([O-])=O.[CH3:17]O. Product: [CH3:1][O:2][C:3](=[O:16])[C:4]1[CH:9]=[C:8]([N:10]([CH3:12])[CH3:11])[CH:7]=[C:6]([CH3:17])[C:5]=1[NH2:13]. The catalyst class is: 181. (4) Reactant: O/[N:2]=[C:3](/[C:9]1[CH:14]=[CH:13][CH:12]=[CH:11][N:10]=1)\[C:4]([O:6][CH2:7][CH3:8])=[O:5]. Product: [NH2:2][CH:3]([C:9]1[CH:14]=[CH:13][CH:12]=[CH:11][N:10]=1)[C:4]([O:6][CH2:7][CH3:8])=[O:5]. The catalyst class is: 63. (5) Reactant: [F:1][C:2]([F:9])([CH3:8])/[CH:3]=[CH:4]/[C:5]([OH:7])=O.C(Cl)(=O)C(Cl)=O.Cl.Cl.Cl.[CH3:19][C:20]1[CH:25]=CN=[C:22]([N:26]2[CH2:30][CH2:29][C@H:28]([NH2:31])[CH2:27]2)[CH:21]=1.[CH2:32]([N:34](C(C)C)C(C)C)C. Product: [F:9][C:2]([F:1])([CH3:8])/[CH:3]=[CH:4]/[C:5]([NH:31][C@H:28]1[CH2:29][CH2:30][N:26]([C:22]2[CH:32]=[N:34][CH:25]=[C:20]([CH3:19])[CH:21]=2)[CH2:27]1)=[O:7]. The catalyst class is: 139. (6) Product: [Cl:20][C:21]1[N:22]=[C:23]([CH3:28])[N:24]=[C:25]([O:7][C:8]2[CH:13]=[CH:12][C:11]([CH2:14][S:15]([NH:18][CH3:19])(=[O:17])=[O:16])=[CH:10][CH:9]=2)[CH:26]=1. Reactant: C(=O)([O-])[O-].[K+].[K+].[OH:7][C:8]1[CH:13]=[CH:12][C:11]([CH2:14][S:15]([NH:18][CH3:19])(=[O:17])=[O:16])=[CH:10][CH:9]=1.[Cl:20][C:21]1[CH:26]=[C:25](Cl)[N:24]=[C:23]([CH3:28])[N:22]=1. The catalyst class is: 16. (7) Reactant: [CH3:1][C:2]1([CH3:21])[C:11]2[C:6](=[CH:7][C:8]([C:15](=O)[CH3:16])=[C:9]([O:12][CH2:13][CH3:14])[CH:10]=2)[C:5]([CH:18]([CH3:20])[CH3:19])=[CH:4][CH2:3]1.[CH3:22][CH2:23][O:24][C:25]([CH:27](P(OCC)(OCC)=O)[F:28])=[O:26].C([N-]C(C)C)(C)C.[Li+]. Product: [F:28]/[C:27](=[C:15](/[C:8]1[CH:7]=[C:6]2[C:11]([C:2]([CH3:1])([CH3:21])[CH2:3][CH:4]=[C:5]2[CH:18]([CH3:19])[CH3:20])=[CH:10][C:9]=1[O:12][CH2:13][CH3:14])\[CH3:16])/[C:25]([O:24][CH2:23][CH3:22])=[O:26]. The catalyst class is: 1. (8) Reactant: [CH2:1]([O:8][C:9]([NH:11][C@@H:12]([CH2:20][S:21][CH2:22][C@H:23]([N:28]=[N+]=[N-])[CH2:24][N:25]=[N+]=[N-])[C:13]([O:15][C:16]([CH3:19])([CH3:18])[CH3:17])=[O:14])=[O:10])[C:2]1[CH:7]=[CH:6][CH:5]=[CH:4][CH:3]=1. Product: [CH2:1]([O:8][C:9]([NH:11][C@@H:12]([CH2:20][S:21][CH2:22][C@H:23]([NH2:28])[CH2:24][NH2:25])[C:13]([O:15][C:16]([CH3:17])([CH3:18])[CH3:19])=[O:14])=[O:10])[C:2]1[CH:3]=[CH:4][CH:5]=[CH:6][CH:7]=1. The catalyst class is: 320. (9) Reactant: CN(C)[CH:3]=[O:4].P(Cl)(Cl)(Cl)=O.[Cl:11][C:12]1[C:13]2[N:14]([CH:18]=[C:19]([C:21]3[CH:26]=[CH:25][CH:24]=[C:23]([O:27][CH3:28])[CH:22]=3)[N:20]=2)[CH:15]=[CH:16][CH:17]=1. Product: [Cl:11][C:12]1[C:13]2[N:14]([C:18]([CH:3]=[O:4])=[C:19]([C:21]3[CH:26]=[CH:25][CH:24]=[C:23]([O:27][CH3:28])[CH:22]=3)[N:20]=2)[CH:15]=[CH:16][CH:17]=1. The catalyst class is: 6.